This data is from NCI-60 drug combinations with 297,098 pairs across 59 cell lines. The task is: Regression. Given two drug SMILES strings and cell line genomic features, predict the synergy score measuring deviation from expected non-interaction effect. (1) Drug 1: CC1CCC2CC(C(=CC=CC=CC(CC(C(=O)C(C(C(=CC(C(=O)CC(OC(=O)C3CCCCN3C(=O)C(=O)C1(O2)O)C(C)CC4CCC(C(C4)OC)O)C)C)O)OC)C)C)C)OC. Drug 2: CCC1(CC2CC(C3=C(CCN(C2)C1)C4=CC=CC=C4N3)(C5=C(C=C6C(=C5)C78CCN9C7C(C=CC9)(C(C(C8N6C)(C(=O)OC)O)OC(=O)C)CC)OC)C(=O)OC)O.OS(=O)(=O)O. Cell line: UACC62. Synergy scores: CSS=0.942, Synergy_ZIP=1.24, Synergy_Bliss=2.51, Synergy_Loewe=0.0703, Synergy_HSA=0.243. (2) Drug 1: CN1CCC(CC1)COC2=C(C=C3C(=C2)N=CN=C3NC4=C(C=C(C=C4)Br)F)OC. Drug 2: C1=CC=C(C=C1)NC(=O)CCCCCCC(=O)NO. Cell line: NCIH23. Synergy scores: CSS=11.5, Synergy_ZIP=-5.57, Synergy_Bliss=-4.01, Synergy_Loewe=-6.42, Synergy_HSA=-3.12. (3) Drug 1: CS(=O)(=O)C1=CC(=C(C=C1)C(=O)NC2=CC(=C(C=C2)Cl)C3=CC=CC=N3)Cl. Drug 2: CC1=CC2C(CCC3(C2CCC3(C(=O)C)OC(=O)C)C)C4(C1=CC(=O)CC4)C. Cell line: NCI/ADR-RES. Synergy scores: CSS=2.94, Synergy_ZIP=-2.93, Synergy_Bliss=-3.16, Synergy_Loewe=-6.68, Synergy_HSA=-3.47. (4) Drug 1: CC1=C(C=C(C=C1)C(=O)NC2=CC(=CC(=C2)C(F)(F)F)N3C=C(N=C3)C)NC4=NC=CC(=N4)C5=CN=CC=C5. Drug 2: C(CCl)NC(=O)N(CCCl)N=O. Cell line: SK-MEL-2. Synergy scores: CSS=3.55, Synergy_ZIP=-9.60, Synergy_Bliss=-13.5, Synergy_Loewe=-17.7, Synergy_HSA=-14.6.